This data is from Experimentally validated miRNA-target interactions with 360,000+ pairs, plus equal number of negative samples. The task is: Binary Classification. Given a miRNA mature sequence and a target amino acid sequence, predict their likelihood of interaction. (1) The miRNA is mmu-miR-7a-2-3p with sequence CAACAAGUCCCAGUCUGCCACA. The protein sequence of the target gene is MGKEQELVQAVKAEDVGTAQRLLQRPRPGKAKLLGSTKKINVNFQDPDGFSALHHAALNGNTELISLLLEAQAAVDIKDNKGMRPLHYAAWQGRKEPMKLVLKAGSAVNVPSDEGHIPLHLAAQHGHYDVSEMLLQHQSNPCMVDNSGKTPLDLACEFGRVGVVQLLLSSNMCAALLEPRPGDTTDPNGTSPLHLAAKNGHIDIIRLLLQAGIDINRQTKSGTALHEAALCGKTEVVRLLLDSGINAQVRNTYSQTALDIVHQFTTSQASKEIKQLLREASAALQVRATKDYCNNYDLTS.... Result: 0 (no interaction). (2) The miRNA is hsa-miR-4654 with sequence UGUGGGAUCUGGAGGCAUCUGG. The protein sequence of the target gene is MLPCFQLLRIGGGRGGDLYTFHPPAGAGCTYRLGHRADLCDVALRPQQEPGLISGIHAELHAEPRGDDWRVSLEDHSSQGTLVNNVRLPRGHRLELSDGDLLTFGPEGPPGTSPSEFYFMFQQVRVKPQDFAAITIPRSRGEARVGAGFRPMLPSQGAPQRPLSTFSPAPKATLILNSIGSLSKLRPQPLTFSPSWGGPKSLPVPAPPGEMGTTPSAPPQRNRRKSVHRVLAELDDESEPPENPPPVLMEPRKKLRVDKAPLTPTGNRRGRPRKYPVSAPMAPPAVGGGEPCAAPCCCLP.... Result: 0 (no interaction). (3) The miRNA is hsa-miR-6733-5p with sequence UGGGAAAGACAAACUCAGAGUU. The protein sequence of the target gene is MLGGSSVDGERDTDDDAAGAVAAPPAIDFPAEVSDPKYDESDVPAELQVLKEPLQQPTFPFLVANQLLLVSLLEHLSHVHEPNPLHSKQVFKLLCQTFIKMGLLSSFTCSDEFSSLRLHHNRAITHLMRSAKERVRQDPCQDNSYMQKIRSREIAFEAQTSRYLNEFEELAILGKGGYGRVYKVRNKLDGQHYAIKKILIKSATKTDCMKVLREVKVLAGLQHPNIVGYHTAWIEHVHVVQPQDRVPIQLPSLEVLSEQEGDRDQGGVKDNESSSSIVFAELTPEKEKPFGESEVKNENN.... Result: 0 (no interaction). (4) The miRNA is hsa-miR-4433b-3p with sequence CAGGAGUGGGGGGUGGGACGU. The protein sequence of the target gene is MESRGKSASSPKPDTKVPQVTTEAKVPPAADGKAPLTKPSKKEAPAEKQQPPAAPTTAPAKKTSAKADPALLNNHSNLKPAPTVPSSPDATPEPKGPGDGAEEDEAASGGPGGRGPWSCENFNPLLVAGGVAVAAIALILGVAFLVRKK. Result: 0 (no interaction). (5) The miRNA is hsa-miR-93-5p with sequence CAAAGUGCUGUUCGUGCAGGUAG. The protein sequence of the target gene is MDFEDDYVHSTCRGAYQDFNGMDRDYGPGSYGGLDRDYGHGSYGGQRSMDSYLNQSYGMDNHSGGGGGSRFGPYESYDSRSSLGGRDLYRSGYGFNEPEQTRFGGSYGGRFESSYRNSLDSFGGRNQGGSSWEAPYSRSKLRPGFMEDRGRENYSSYSSFSSPHMKPAPVGSRGRGTPAYPESTFGSRSYDAFGGPSTGRGRGRGHMGDFGSFHRPGIIVDYQNKPANVTIATARGIKRKMMQIFIKPGGAFIKKPKLAKPMDKMNLSKSPTKTDPKNEEEEKRRIEARREKQRRRREKN.... Result: 0 (no interaction). (6) The miRNA is mmu-miR-105 with sequence CCAAGUGCUCAGAUGCUUGUGGU. The protein sequence of the target gene is MAGEQKPSSNLLEQFILLAKGTSGSALTTLISQVLEAPGVYVFGELLELANVQELAEGANAAYLQLLNLFAYGTYPDYIANKESLPELSVAQQNKLKHLTIVSLASRMKCIPYSVLLKDLEMRNLRELEDLIIEAVYTDIIQGKLDQRNQLLEVDFCIGRDIRKKDINNIVKTLHEWCDGCEAVLLGIEQQVLRANQYKENHHRTQQQVEAEVSNIKKTLKATASSSAQEMEQQLAERECPPHTEQRQPTKKMSKVKGLVSSRH. Result: 0 (no interaction). (7) The miRNA is hsa-let-7d-5p with sequence AGAGGUAGUAGGUUGCAUAGUU. The protein sequence of the target gene is MPTNFTVVPVEAHADGGGDETAERTEAPGTPEGPEPERPSPGDGNPRENSPFLNNVEVEQESFFEGKNMALFEEEMDSNPMVSSLLNKLANYTNLSQGVVEHEEDEESRRREAKAPRMGTFIGVYLPCLQNILGVILFLRLTWIVGVAGVLESFLIVAMCCTCTMLTAISMSAIATNGVVPAGGSYYMISRSLGPEFGGAVGLCFYLGTTFAGAMYILGTIEIFLTYISPGAAIFQAEAAGGEAAAMLHNMRVYGTCTLVLMALVVFVGVKYVNKLALVFLACVVLSILAIYAGVIKSAF.... Result: 1 (interaction).